Dataset: Catalyst prediction with 721,799 reactions and 888 catalyst types from USPTO. Task: Predict which catalyst facilitates the given reaction. (1) Reactant: C([O:4][C@H:5]1[C@@H:9]2[O:10][Si:11]([CH:25]([CH3:27])[CH3:26])([CH:22]([CH3:24])[CH3:23])[O:12][Si:13]([CH:19]([CH3:21])[CH3:20])([CH:16]([CH3:18])[CH3:17])[O:14][CH2:15][C@H:8]2[O:7][C@H:6]1[N:28]1[CH:36]=[N:35][C:34]2[C:29]1=[N:30][CH:31]=[N:32][C:33]=2[Cl:37])(=O)C. Product: [Cl:37][C:33]1[N:32]=[CH:31][N:30]=[C:29]2[C:34]=1[N:35]=[CH:36][N:28]2[C@@H:6]1[O:7][C@H:8]2[C@@H:9]([O:10][Si:11]([CH:22]([CH3:24])[CH3:23])([CH:25]([CH3:27])[CH3:26])[O:12][Si:13]([CH:19]([CH3:20])[CH3:21])([CH:16]([CH3:17])[CH3:18])[O:14][CH2:15]2)[C@@H:5]1[OH:4]. The catalyst class is: 547. (2) Reactant: [CH2:1]([NH2:8])[C:2]1[CH:7]=[CH:6][CH:5]=[CH:4][CH:3]=1.[C:9]([O:13][C:14]1[CH:19]=[C:18]([C:20]2[C:29]3[C:24](=[C:25]([C:30]4[CH:35]=[CH:34][CH:33]=[CH:32][CH:31]=4)[CH:26]=[CH:27][CH:28]=3)[C:23](Cl)=[N:22][N:21]=2)[CH:17]=[CH:16][N:15]=1)([CH3:12])([CH3:11])[CH3:10]. Product: [CH2:1]([NH:8][C:23]1[C:24]2[C:29](=[CH:28][CH:27]=[CH:26][C:25]=2[C:30]2[CH:31]=[CH:32][CH:33]=[CH:34][CH:35]=2)[C:20]([C:18]2[CH:17]=[CH:16][N:15]=[C:14]([O:13][C:9]([CH3:12])([CH3:11])[CH3:10])[CH:19]=2)=[N:21][N:22]=1)[C:2]1[CH:7]=[CH:6][CH:5]=[CH:4][CH:3]=1. The catalyst class is: 4. (3) Reactant: [C:1]([CH2:3][P:4]([C:9]1[CH:14]=[CH:13][C:12]([F:15])=[CH:11][CH:10]=1)(=[O:8])[O:5][CH2:6][CH3:7])#[N:2].C(=O)([O-])[O-].[K+].[K+].Br[CH2:23][CH2:24]Br. Product: [CH2:6]([O:5][P:4]([C:3]1([C:1]#[N:2])[CH2:24][CH2:23]1)([C:9]1[CH:10]=[CH:11][C:12]([F:15])=[CH:13][CH:14]=1)=[O:8])[CH3:7]. The catalyst class is: 16.